From a dataset of Full USPTO retrosynthesis dataset with 1.9M reactions from patents (1976-2016). Predict the reactants needed to synthesize the given product. (1) The reactants are: [CH:1]1[C:10]2[C:5](=[CH:6][CH:7]=[C:8]([OH:11])[CH:9]=2)[CH:4]=[CH:3][C:2]=1[C:12]1[CH:21]=[CH:20][C:19]2[C:14](=[CH:15][CH:16]=[CH:17][CH:18]=2)[CH:13]=1.N1C=CC=CC=1.[F:28][C:29]([F:42])([F:41])[S:30](O[S:30]([C:29]([F:42])([F:41])[F:28])(=[O:32])=[O:31])(=[O:32])=[O:31].O. Given the product [F:28][C:29]([F:42])([F:41])[S:30]([O:11][C:8]1[CH:9]=[C:10]2[C:5]([CH:4]=[CH:3][C:2]([C:12]3[CH:21]=[CH:20][C:19]4[C:14](=[CH:15][CH:16]=[CH:17][CH:18]=4)[CH:13]=3)=[CH:1]2)=[CH:6][CH:7]=1)(=[O:32])=[O:31], predict the reactants needed to synthesize it. (2) Given the product [Cl:1][C:2]1[CH:7]=[CH:6][C:5]([C@H:8]2[C@@:10]3([C:18]4[C:13](=[CH:14][CH:15]=[CH:16][CH:17]=4)[N:12]([CH2:19][CH2:20][N:29]4[CH2:30][CH2:31][N:26]([CH:23]([CH3:25])[CH3:24])[CH2:27][CH2:28]4)[C:11]3=[O:22])[CH2:9]2)=[CH:4][CH:3]=1, predict the reactants needed to synthesize it. The reactants are: [Cl:1][C:2]1[CH:7]=[CH:6][C:5]([C@@H:8]2[C@:10]3([C:18]4[C:13](=[CH:14][CH:15]=[CH:16][CH:17]=4)[N:12]([CH2:19][CH:20]=O)[C:11]3=[O:22])[CH2:9]2)=[CH:4][CH:3]=1.[CH:23]([N:26]1[CH2:31][CH2:30][NH:29][CH2:28][CH2:27]1)([CH3:25])[CH3:24].C(O)(=O)C.[BH-](OC(C)=O)(OC(C)=O)OC(C)=O.[Na+]. (3) The reactants are: C(OC(=O)N[C:8]1[C:9](Br)=[N:10][C:11]([N:14]2[CH2:22][C:21]3C(=CC=CC=3)C2)=[CH:12][CH:13]=1)(C)(C)C.CCCC[N+](CCCC)(CCCC)CCCC.[F-].C(O)(=O)CC(CC(O)=O)(C(O)=O)O.CCOC(C)=O. Given the product [NH:14]1[C:11]2=[N:10][CH:9]=[CH:8][CH:13]=[C:12]2[CH:21]=[CH:22]1, predict the reactants needed to synthesize it.